From a dataset of Forward reaction prediction with 1.9M reactions from USPTO patents (1976-2016). Predict the product of the given reaction. Given the reactants [OH:1][CH2:2][N:3]1[C:7](=[O:8])[C:6]([C:15]2[CH:20]=[CH:19][CH:18]=[CH:17][CH:16]=2)([C:9]2[CH:14]=[CH:13][CH:12]=[CH:11][CH:10]=2)[NH:5][C:4]1=[O:21].[OH2:22], predict the reaction product. The product is: [C:9]1([C:6]2([C:15]3[CH:16]=[CH:17][CH:18]=[CH:19][CH:20]=3)[NH:5][C:4](=[O:21])[N:3]([CH2:2][O:1][CH:16]3[CH2:15][CH2:6][CH2:9][CH2:10][O:22]3)[C:7]2=[O:8])[CH:14]=[CH:13][CH:12]=[CH:11][CH:10]=1.